From a dataset of Full USPTO retrosynthesis dataset with 1.9M reactions from patents (1976-2016). Predict the reactants needed to synthesize the given product. (1) Given the product [CH3:1][C:2]1[CH:7]=[C:6]([C:8]#[C:9][CH3:10])[CH:5]=[C:4]([CH3:11])[C:3]=1[CH:12]1[C:13](=[O:27])[CH2:14][CH:15]([CH2:20][CH:21]2[CH2:22][CH2:23][O:24][CH2:25][CH2:26]2)[CH2:16][C:17]1=[O:18], predict the reactants needed to synthesize it. The reactants are: [CH3:1][C:2]1[CH:7]=[C:6]([C:8]#[C:9][CH3:10])[CH:5]=[C:4]([CH3:11])[C:3]=1[C:12]1[C:13](=[O:27])[CH2:14][CH:15]([CH2:20][CH:21]2[CH2:26][CH2:25][O:24][CH2:23][CH2:22]2)[CH2:16][C:17]=1[O:18]C. (2) Given the product [CH2:6]=[CH:7][C:8]1[CH:13]=[CH:12][CH:11]=[CH:10][CH:9]=1.[CH2:1]=[CH:2][C:3](=[CH2:4])[CH3:5].[CH2:1]=[CH:2][C:3]1[CH:4]=[CH:8][CH:7]=[CH:6][CH:5]=1, predict the reactants needed to synthesize it. The reactants are: [CH2:1]=[CH:2][C:3](=[CH2:5])[CH3:4].[CH2:6]=[CH:7][C:8]1[CH:13]=[CH:12][CH:11]=[CH:10][CH:9]=1. (3) Given the product [C:24]1([CH2:27][S:28]([N:1]2[CH2:5][CH2:4][CH:3]([NH:6][C:7](=[O:13])[O:8][C:9]([CH3:10])([CH3:12])[CH3:11])[CH2:2]2)(=[O:30])=[O:29])[CH:25]=[CH:26][CH:21]=[CH:22][CH:23]=1, predict the reactants needed to synthesize it. The reactants are: [NH:1]1[CH2:5][CH2:4][CH:3]([NH:6][C:7](=[O:13])[O:8][C:9]([CH3:12])([CH3:11])[CH3:10])[CH2:2]1.C(N(CC)CC)C.[CH:21]1[CH:26]=[CH:25][C:24]([CH2:27][S:28](Cl)(=[O:30])=[O:29])=[CH:23][CH:22]=1. (4) Given the product [Cl:1][C:2]1[N:3]=[C:4]([NH:22][C:23]2[CH:31]=[C:30]3[C:26]([CH:27]=[N:28][NH:29]3)=[CH:25][CH:24]=2)[C:5]2[C:10]([CH:32]=[CH2:33])=[CH:9][N:8]([S:12]([C:15]3[CH:21]=[CH:20][C:18]([CH3:19])=[CH:17][CH:16]=3)(=[O:14])=[O:13])[C:6]=2[N:7]=1, predict the reactants needed to synthesize it. The reactants are: [Cl:1][C:2]1[N:3]=[C:4]([NH:22][C:23]2[CH:31]=[C:30]3[C:26]([CH:27]=[N:28][NH:29]3)=[CH:25][CH:24]=2)[C:5]2[C:10](I)=[CH:9][N:8]([S:12]([C:15]3[CH:21]=[CH:20][C:18]([CH3:19])=[CH:17][CH:16]=3)(=[O:14])=[O:13])[C:6]=2[N:7]=1.[CH:32]([Sn](C=C)(C=C)C=C)=[CH2:33]. (5) The reactants are: [H-].[Li+].[C:3]1([CH:9]([C:17]2[CH:22]=[CH:21][CH:20]=[CH:19][CH:18]=2)[C:10]2[CH:11]=[CH:12][C:13](=[O:16])[NH:14][CH:15]=2)[CH:8]=[CH:7][CH:6]=[CH:5][CH:4]=1.Br[CH2:24][C:25]([O:27][CH2:28][CH3:29])=[O:26]. Given the product [C:3]1([CH:9]([C:17]2[CH:22]=[CH:21][CH:20]=[CH:19][CH:18]=2)[C:10]2[CH:11]=[CH:12][C:13](=[O:16])[N:14]([CH2:24][C:25]([O:27][CH2:28][CH3:29])=[O:26])[CH:15]=2)[CH:4]=[CH:5][CH:6]=[CH:7][CH:8]=1, predict the reactants needed to synthesize it. (6) Given the product [C:35]([CH2:34][C@@H:21]1[CH2:22][N:23]([CH2:26][C:27]2[CH:32]=[CH:31][C:30]([F:33])=[CH:29][CH:28]=2)[CH2:24][CH2:25][N:20]1[C:18](=[O:19])[CH2:17][O:16][C:10]1[CH:11]=[CH:12][C:13]([Cl:15])=[CH:14][C:9]=1[O:8][CH2:7][C:6]([OH:38])=[O:5])(=[O:37])[NH2:36], predict the reactants needed to synthesize it. The reactants are: C([O:5][C:6](=[O:38])[CH2:7][O:8][C:9]1[CH:14]=[C:13]([Cl:15])[CH:12]=[CH:11][C:10]=1[O:16][CH2:17][C:18]([N:20]1[CH2:25][CH2:24][N:23]([CH2:26][C:27]2[CH:32]=[CH:31][C:30]([F:33])=[CH:29][CH:28]=2)[CH2:22][C@H:21]1[CH2:34][C:35](=[O:37])[NH2:36])=[O:19])(C)(C)C.